Dataset: Forward reaction prediction with 1.9M reactions from USPTO patents (1976-2016). Task: Predict the product of the given reaction. (1) Given the reactants [NH2:1][C:2]1[O:6][CH:5]([C:7]2[CH:12]=[C:11]([F:13])[CH:10]=[C:9]([F:14])[CH:8]=2)[C:4](=[O:15])[C:3]=1[OH:16].C(N(CC)CC)C.[C:24]1([CH2:30][S:31](Cl)(=[O:33])=[O:32])[CH:29]=[CH:28][CH:27]=[CH:26][CH:25]=1.[Cl-].[NH4+], predict the reaction product. The product is: [F:13][C:11]1[CH:12]=[C:7]([CH:5]2[C:4](=[O:15])[C:3]([O:16][S:31]([CH2:30][C:24]3[CH:29]=[CH:28][CH:27]=[CH:26][CH:25]=3)(=[O:33])=[O:32])=[C:2]([NH2:1])[O:6]2)[CH:8]=[C:9]([F:14])[CH:10]=1. (2) Given the reactants [NH2:1][C:2]1[C:3]([Cl:19])=[CH:4][C:5]([Cl:18])=[C:6]([N:8]2[C:12](=[O:13])[N:11]([CH:14]([F:16])[F:15])[C:10]([CH3:17])=[N:9]2)[CH:7]=1.[CH3:20][S:21](Cl)(=[O:23])=[O:22].C1(C)C=CC=CC=1, predict the reaction product. The product is: [Cl:19][C:3]1[CH:4]=[C:5]([Cl:18])[C:6]([N:8]2[C:12](=[O:13])[N:11]([CH:14]([F:15])[F:16])[C:10]([CH3:17])=[N:9]2)=[CH:7][C:2]=1[NH:1][S:21]([CH3:20])(=[O:23])=[O:22]. (3) Given the reactants [NH:1]1[C:9]2[C:4](=[CH:5][C:6]([C:10]3[C:14]4[C:15]([NH2:19])=[N:16][CH:17]=[CH:18][C:13]=4[S:12][CH:11]=3)=[CH:7][CH:8]=2)[CH2:3][CH2:2]1.CN(C(ON1N=NC2C=CC=NC1=2)=[N+](C)C)C.F[P-](F)(F)(F)(F)F.[Cl:44][C:45]1[CH:46]=[C:47]([CH2:51][C:52](O)=[O:53])[CH:48]=[CH:49][CH:50]=1.CCN(C(C)C)C(C)C, predict the reaction product. The product is: [Cl:44][C:45]1[CH:46]=[C:47]([CH2:51][C:52]([N:1]2[C:9]3[C:4](=[CH:5][C:6]([C:10]4[C:14]5[C:15]([NH2:19])=[N:16][CH:17]=[CH:18][C:13]=5[S:12][CH:11]=4)=[CH:7][CH:8]=3)[CH2:3][CH2:2]2)=[O:53])[CH:48]=[CH:49][CH:50]=1. (4) The product is: [C:1]([O:5][C@@H:6]([C:12]1[C:32]([CH3:33])=[CH:31][C:15]2[N:16]=[C:17]([C:19]3[CH:27]=[C:26]4[C:22]([C:23](=[O:30])[N:24]([CH3:29])[N:25]4[CH3:28])=[CH:21][CH:20]=3)[S:18][C:14]=2[C:13]=1[C:34]1[CH:35]=[CH:36][C:37]([Cl:40])=[CH:38][CH:39]=1)[C:7]([OH:9])=[O:8])([CH3:4])([CH3:2])[CH3:3]. Given the reactants [C:1]([O:5][C@@H:6]([C:12]1[C:32]([CH3:33])=[CH:31][C:15]2[N:16]=[C:17]([C:19]3[CH:27]=[C:26]4[C:22]([C:23](=[O:30])[N:24]([CH3:29])[N:25]4[CH3:28])=[CH:21][CH:20]=3)[S:18][C:14]=2[C:13]=1[C:34]1[CH:39]=[CH:38][C:37]([Cl:40])=[CH:36][CH:35]=1)[C:7]([O:9]CC)=[O:8])([CH3:4])([CH3:3])[CH3:2].[OH-].[Na+], predict the reaction product. (5) Given the reactants Cl[C:2]1[C:11]2[C:6](=[CH:7][CH:8]=[CH:9][CH:10]=2)[NH:5]/[C:4](=[C:12]2/[C:13]([CH2:18][CH2:19][CH3:20])=[N:14][NH:15][C:16]/2=[O:17])/[CH:3]=1.[NH2:21][C:22]1[CH:27]=[CH:26][C:25]([SH:28])=[CH:24][CH:23]=1, predict the reaction product. The product is: [NH2:21][C:22]1[CH:27]=[CH:26][C:25]([S:28][C:2]2[C:11]3[C:6](=[CH:7][CH:8]=[CH:9][CH:10]=3)[NH:5]/[C:4](=[C:12]3/[C:13]([CH2:18][CH2:19][CH3:20])=[N:14][NH:15][C:16]/3=[O:17])/[CH:3]=2)=[CH:24][CH:23]=1.